This data is from Peptide-MHC class II binding affinity with 134,281 pairs from IEDB. The task is: Regression. Given a peptide amino acid sequence and an MHC pseudo amino acid sequence, predict their binding affinity value. This is MHC class II binding data. (1) The peptide sequence is TKKGNVWEVKSSKPLVGPFN. The MHC is DRB3_0202 with pseudo-sequence DRB3_0202. The binding affinity (normalized) is 0.350. (2) The peptide sequence is ALHIIAGTPEVHAVK. The MHC is HLA-DPA10201-DPB10101 with pseudo-sequence HLA-DPA10201-DPB10101. The binding affinity (normalized) is 0.536. (3) The peptide sequence is SGFLGPLLVLQAGFF. The MHC is HLA-DPA10201-DPB10501 with pseudo-sequence HLA-DPA10201-DPB10501. The binding affinity (normalized) is 0.562.